The task is: Predict the reaction yield, written as a fraction of the theoretical maximum amount of product (1.0 means a 100% yield; for example, 0.34 means a 34% yield).. This data is from Reaction yield outcomes from USPTO patents with 853,638 reactions. (1) The reactants are [NH2:1][CH:2]([C:16]1[CH:17]=[N:18][CH:19]=[CH:20][CH:21]=1)[CH:3]1[CH2:8][CH2:7][N:6](C(OC(C)(C)C)=O)[CH2:5][CH2:4]1.C(C(O)=O)(F)(F)F. The catalyst is C(Cl)Cl. The product is [NH:6]1[CH2:7][CH2:8][CH:3]([CH:2]([C:16]2[CH:17]=[N:18][CH:19]=[CH:20][CH:21]=2)[NH2:1])[CH2:4][CH2:5]1. The yield is 0.870. (2) The product is [CH2:28]([S:32]([C:35]1[CH:40]=[CH:39][C:38]([CH:41]([CH2:45][CH:46]2[CH2:47][CH2:48][CH2:49][CH2:50]2)[C:42]([NH:51][C:52]2[S:53][CH:54]=[CH:55][N:56]=2)=[O:44])=[CH:37][CH:36]=1)(=[O:33])=[O:34])[CH2:29][CH2:30][CH3:31]. The catalyst is C(Cl)Cl. The reactants are C1(P(C2C=CC=CC=2)C2C=CC=CC=2)C=CC=CC=1.BrN1C(=O)CCC1=O.[CH2:28]([S:32]([C:35]1[CH:40]=[CH:39][C:38]([CH:41]([CH2:45][CH:46]2[CH2:50][CH2:49][CH2:48][CH2:47]2)[C:42]([OH:44])=O)=[CH:37][CH:36]=1)(=[O:34])=[O:33])[CH2:29][CH2:30][CH3:31].[NH2:51][C:52]1[S:53][CH:54]=[CH:55][N:56]=1.N1C=CC=CC=1. The yield is 0.656. (3) The reactants are [Br:1][C:2]1[CH:7]=[CH:6][C:5]([N+:8]([O-:10])=[O:9])=[C:4](F)[CH:3]=1.[CH3:12][CH:13]([S-:15])[CH3:14].[Na+].O.C(#N)C. The catalyst is C(Cl)Cl. The product is [Br:1][C:2]1[CH:7]=[CH:6][C:5]([N+:8]([O-:10])=[O:9])=[C:4]([S:15][CH:13]([CH3:14])[CH3:12])[CH:3]=1. The yield is 0.320. (4) The reactants are C[O:2][C:3]1[C:8]2[NH:9][C:10]([C:12]3[S:13][CH:14]=[CH:15][CH:16]=3)=[N:11][C:7]=2[C:6]([C:17]([OH:19])=O)=[CH:5][CH:4]=1.[N:20]1[CH:25]=[CH:24][CH:23]=[CH:22][C:21]=1[NH:26][CH2:27][CH2:28][NH2:29]. No catalyst specified. The product is [OH:2][C:3]1[C:8]2[NH:9][C:10]([C:12]3[S:13][CH:14]=[CH:15][CH:16]=3)=[N:11][C:7]=2[C:6]([C:17]([NH:29][CH2:28][CH2:27][NH:26][C:21]2[CH:22]=[CH:23][CH:24]=[CH:25][N:20]=2)=[O:19])=[CH:5][CH:4]=1. The yield is 0.330. (5) The reactants are [CH:1]([N:4]1[C:8]([C:9]2[N:18]=[C:17]3[N:11]([CH2:12][CH2:13][O:14][C:15]4[CH:22]=[C:21]([CH:23]5[CH2:28][CH2:27][N:26]([CH2:29][CH2:30][O:31]C6CCCCO6)[CH2:25][CH2:24]5)[CH:20]=[CH:19][C:16]=43)[CH:10]=2)=[N:7][CH:6]=[N:5]1)([CH3:3])[CH3:2].Cl. The catalyst is CO.O1CCOCC1. The product is [CH:1]([N:4]1[C:8]([C:9]2[N:18]=[C:17]3[C:16]4[CH:19]=[CH:20][C:21]([CH:23]5[CH2:24][CH2:25][N:26]([CH2:29][CH2:30][OH:31])[CH2:27][CH2:28]5)=[CH:22][C:15]=4[O:14][CH2:13][CH2:12][N:11]3[CH:10]=2)=[N:7][CH:6]=[N:5]1)([CH3:3])[CH3:2]. The yield is 0.300. (6) The reactants are O.[NH2:2]N.C[CH2:5][N:6]([CH:10]([CH3:12])[CH3:11])[CH:7](C)C.O.O.O.[Cl-].[CH3:17][C:18]1[SH+:19][CH:20]=[CH:21][CH:22]=[CH:23][CH:24]=[CH:25][CH:26]=1.O.NN.[C:30]([O:33]C(=O)C)(=O)[CH3:31].C[CH2:38][N:39]([CH:43](C)C)C(C)C. The catalyst is C(#N)C. The product is [CH3:38][N:39]([CH3:43])[C:25]1[CH:24]=[CH:23][C:17]2[N:2]([C:30](=[O:33])[CH3:31])[C:21]3[C:20]([S:19][C:18]=2[CH:26]=1)=[CH:12][C:10]([N:6]([CH3:5])[CH3:7])=[CH:11][CH:22]=3. The yield is 0.650. (7) The catalyst is C1(C)C=CC=CC=1. The yield is 0.700. The reactants are [CH2:1]([N:5]1[C:14](=[O:15])[C:13]([C:16]#[N:17])=[C:12]2[C:7]([CH2:8][CH2:9][CH2:10][CH2:11]2)=[CH:6]1)[CH2:2][CH2:3][CH3:4].C1(C)C=CC=CC=1.[H-].C([Al+]CC(C)C)C(C)C.Cl. The product is [CH2:1]([N:5]1[C:14](=[O:15])[CH:13]([C:16]#[N:17])[C:12]2[CH2:11][CH2:10][CH2:9][CH2:8][C:7]=2[CH2:6]1)[CH2:2][CH2:3][CH3:4]. (8) The reactants are [F:1][C:2]1[C:7]([C:8]([OH:10])=O)=[CH:6][CH:5]=[CH:4][N:3]=1.C1C=CC2N(O)N=NC=2C=1.CCN(CC)CC.[F:28][C:29]1[C:34]([F:35])=[CH:33][CH:32]=[CH:31][C:30]=1[NH:36][C:37]1[CH:42]=[CH:41][N:40]=[CH:39][C:38]=1[NH2:43].C(Cl)CCl. The catalyst is CN(C=O)C.O. The product is [F:28][C:29]1[C:34]([F:35])=[CH:33][CH:32]=[CH:31][C:30]=1[NH:36][C:37]1[CH:42]=[CH:41][N:40]=[CH:39][C:38]=1[NH:43][C:8]([C:7]1[C:2]([F:1])=[N:3][CH:4]=[CH:5][CH:6]=1)=[O:10]. The yield is 0.450.